From a dataset of Full USPTO retrosynthesis dataset with 1.9M reactions from patents (1976-2016). Predict the reactants needed to synthesize the given product. (1) Given the product [F:13][C:11]1[CH:12]=[C:7]([CH:5]2[C:4](=[O:15])[C:3]([O:16][S:31]([CH2:30][C:24]3[CH:29]=[CH:28][CH:27]=[CH:26][CH:25]=3)(=[O:33])=[O:32])=[C:2]([NH2:1])[O:6]2)[CH:8]=[C:9]([F:14])[CH:10]=1, predict the reactants needed to synthesize it. The reactants are: [NH2:1][C:2]1[O:6][CH:5]([C:7]2[CH:12]=[C:11]([F:13])[CH:10]=[C:9]([F:14])[CH:8]=2)[C:4](=[O:15])[C:3]=1[OH:16].C(N(CC)CC)C.[C:24]1([CH2:30][S:31](Cl)(=[O:33])=[O:32])[CH:29]=[CH:28][CH:27]=[CH:26][CH:25]=1.[Cl-].[NH4+]. (2) Given the product [CH2:35]([O:36][C:6]1[CH:7]=[C:8]([C:12]2[CH:20]=[CH:19][C:18]([O:21][CH2:22][CH:23]3[CH2:28][CH2:27][N:26]([CH3:29])[CH2:25][CH2:24]3)=[C:17]3[C:13]=2[C:14]2[CH:33]=[C:32]([CH3:34])[CH:31]=[N:30][C:15]=2[NH:16]3)[CH:9]=[CH:10][CH:11]=1)[CH3:37], predict the reactants needed to synthesize it. The reactants are: C(S([C:6]1[CH:7]=[C:8]([C:12]2[CH:20]=[CH:19][C:18]([O:21][CH2:22][CH:23]3[CH2:28][CH2:27][N:26]([CH3:29])[CH2:25][CH2:24]3)=[C:17]3[C:13]=2[C:14]2[CH:33]=[C:32]([CH3:34])[CH:31]=[N:30][C:15]=2[NH:16]3)[CH:9]=[CH:10][CH:11]=1)(=O)=O)C.[C:35](O)([C:37](F)(F)F)=[O:36]. (3) Given the product [OH:8][C:9]1[CH:19]=[CH:18][C:12]2[N:13]([CH3:17])[C:14](=[O:16])[O:15][C:11]=2[CH:10]=1, predict the reactants needed to synthesize it. The reactants are: [Si]([O:8][C:9]1[CH:19]=[CH:18][C:12]2[N:13]([CH3:17])[C:14](=[O:16])[O:15][C:11]=2[CH:10]=1)(C(C)(C)C)(C)C.[Si](OC1C=CC2OC(=O)N(C)C=2C=1)(C(C)(C)C)(C)C. (4) Given the product [F:11][C:12]1[CH:17]=[CH:16][CH:15]=[CH:14][C:13]=1[C:2]1[N:7]=[C:6]([C:8]([OH:10])=[O:9])[CH:5]=[CH:4][CH:3]=1, predict the reactants needed to synthesize it. The reactants are: Br[C:2]1[N:7]=[C:6]([C:8]([OH:10])=[O:9])[CH:5]=[CH:4][CH:3]=1.[F:11][C:12]1[CH:17]=[CH:16][CH:15]=[CH:14][C:13]=1B(O)O. (5) Given the product [Br:1][C:2]1[CH:3]=[CH:4][C:5]([CH2:6][N:7]([C:8]2[CH:9]=[CH:10][C:11]([OH:18])=[C:12]([CH:17]=2)[C:13]([O:15][CH3:16])=[O:14])[C:32](=[O:33])[C:31]2[CH:30]=[CH:29][C:28]([O:21][C:22]3[CH:27]=[CH:26][CH:25]=[CH:24][CH:23]=3)=[CH:36][CH:35]=2)=[CH:19][CH:20]=1, predict the reactants needed to synthesize it. The reactants are: [Br:1][C:2]1[CH:20]=[CH:19][C:5]([CH2:6][NH:7][C:8]2[CH:9]=[CH:10][C:11]([OH:18])=[C:12]([CH:17]=2)[C:13]([O:15][CH3:16])=[O:14])=[CH:4][CH:3]=1.[O:21]([C:28]1[CH:36]=[CH:35][C:31]([C:32](Cl)=[O:33])=[CH:30][CH:29]=1)[C:22]1[CH:27]=[CH:26][CH:25]=[CH:24][CH:23]=1. (6) Given the product [Br:1][C:2]1[CH:10]=[C:9]2[C:5]([C:6]([CH2:12][CH2:13][CH2:14][OH:25])([CH3:15])[C:7](=[O:11])[NH:8]2)=[CH:4][CH:3]=1, predict the reactants needed to synthesize it. The reactants are: [Br:1][C:2]1[CH:10]=[C:9]2[C:5]([C:6]([CH3:15])([CH2:12][CH:13]=[CH2:14])[C:7](=[O:11])[NH:8]2)=[CH:4][CH:3]=1.B1C2CCCC1CCC2.[OH:25]O.[OH-].[Na+].